This data is from Forward reaction prediction with 1.9M reactions from USPTO patents (1976-2016). The task is: Predict the product of the given reaction. Given the reactants [CH3:1][O:2][C:3]1[CH:4]=[C:5]2[C:10](=[CH:11][C:12]=1[O:13][CH3:14])[NH:9][C:8](=[O:15])[C:7]([C:16]([NH:18][C:19]1[CH:20]=[C:21]([CH:25]=[CH:26][C:27]=1[CH3:28])[C:22](O)=[O:23])=[O:17])=[CH:6]2.CN(C(ON1N=NC2C=CC=NC1=2)=[N+](C)C)C.F[P-](F)(F)(F)(F)F.[Cl:53][C:54]1[CH:55]=[C:56]([CH:59]=[CH:60][CH:61]=1)[CH2:57][NH2:58].C(=O)(O)[O-].[Na+], predict the reaction product. The product is: [Cl:53][C:54]1[CH:55]=[C:56]([CH:59]=[CH:60][CH:61]=1)[CH2:57][NH:58][C:22]([C:21]1[CH:25]=[CH:26][C:27]([CH3:28])=[C:19]([NH:18][C:16]([C:7]2[C:8](=[O:15])[NH:9][C:10]3[C:5]([CH:6]=2)=[CH:4][C:3]([O:2][CH3:1])=[C:12]([O:13][CH3:14])[CH:11]=3)=[O:17])[CH:20]=1)=[O:23].